This data is from Forward reaction prediction with 1.9M reactions from USPTO patents (1976-2016). The task is: Predict the product of the given reaction. (1) Given the reactants [CH3:1][O:2][C:3]1[CH:20]=[CH:19][C:6]([CH2:7][O:8][CH2:9][C:10]([C:13]2[NH:17][N:16]=[C:15]([NH2:18])[CH:14]=2)([CH3:12])[CH3:11])=[CH:5][CH:4]=1.[C:21]1(=O)[O:26][C:24](=[O:25])[C:23]2=[CH:27][CH:28]=[CH:29][CH:30]=[C:22]12.C(O)(=O)C.C(=O)([O-])O.[Na+], predict the reaction product. The product is: [CH3:1][O:2][C:3]1[CH:4]=[CH:5][C:6]([CH2:7][O:8][CH2:9][C:10]([C:13]2[NH:17][N:16]=[C:15]([N:18]3[C:24](=[O:25])[C:23]4[C:22](=[CH:30][CH:29]=[CH:28][CH:27]=4)[C:21]3=[O:26])[CH:14]=2)([CH3:12])[CH3:11])=[CH:19][CH:20]=1. (2) Given the reactants C(OC([N:8]1[CH2:13][CH2:12][N:11]([CH2:14][CH2:15][C:16](=[O:48])[NH:17][CH:18]([B:35]2[O:43]C3C(C)(C4CC(C3)C4(C)C)[O:36]2)[CH2:19][C:20]2[CH:25]=[CH:24][CH:23]=[C:22]([C:26]([O:28]C(C)(C)C)=[O:27])[C:21]=2OC)[CH2:10][CH2:9]1)=O)(C)(C)C.B(Cl)(Cl)Cl, predict the reaction product. The product is: [OH:43][B:35]1[CH:18]([NH:17][C:16](=[O:48])[CH2:15][CH2:14][N:11]2[CH2:12][CH2:13][NH:8][CH2:9][CH2:10]2)[CH2:19][C:20]2[CH:25]=[CH:24][CH:23]=[C:22]([C:26]([OH:28])=[O:27])[C:21]=2[O:36]1. (3) Given the reactants [Cl:1][C:2]1[N:7]=[C:6]([C:8](OC)=[O:9])[CH:5]=[C:4]([Cl:12])[N:3]=1.[CH3:13][Mg]Br.O, predict the reaction product. The product is: [Cl:1][C:2]1[N:7]=[C:6]([C:8](=[O:9])[CH3:13])[CH:5]=[C:4]([Cl:12])[N:3]=1.